From a dataset of NCI-60 drug combinations with 297,098 pairs across 59 cell lines. Regression. Given two drug SMILES strings and cell line genomic features, predict the synergy score measuring deviation from expected non-interaction effect. (1) Drug 1: CCCCCOC(=O)NC1=NC(=O)N(C=C1F)C2C(C(C(O2)C)O)O. Drug 2: N.N.Cl[Pt+2]Cl. Cell line: HCC-2998. Synergy scores: CSS=26.3, Synergy_ZIP=-3.40, Synergy_Bliss=1.16, Synergy_Loewe=-3.46, Synergy_HSA=3.14. (2) Drug 1: CC1=CC2C(CCC3(C2CCC3(C(=O)C)OC(=O)C)C)C4(C1=CC(=O)CC4)C. Drug 2: C(CN)CNCCSP(=O)(O)O. Cell line: SF-268. Synergy scores: CSS=-2.13, Synergy_ZIP=1.59, Synergy_Bliss=3.04, Synergy_Loewe=-1.10, Synergy_HSA=-0.502. (3) Drug 1: C1=NC2=C(N1)C(=S)N=C(N2)N. Drug 2: C1=CN(C(=O)N=C1N)C2C(C(C(O2)CO)O)O.Cl. Cell line: 786-0. Synergy scores: CSS=52.3, Synergy_ZIP=-12.0, Synergy_Bliss=-5.83, Synergy_Loewe=-5.25, Synergy_HSA=-0.927. (4) Drug 1: C1C(C(OC1N2C=C(C(=O)NC2=O)F)CO)O. Drug 2: C(CN)CNCCSP(=O)(O)O. Cell line: NCI-H322M. Synergy scores: CSS=0.972, Synergy_ZIP=-0.585, Synergy_Bliss=0.584, Synergy_Loewe=-18.4, Synergy_HSA=-5.80. (5) Drug 1: C1CNP(=O)(OC1)N(CCCl)CCCl. Drug 2: CCC1(C2=C(COC1=O)C(=O)N3CC4=CC5=C(C=CC(=C5CN(C)C)O)N=C4C3=C2)O.Cl. Cell line: HCT-15. Synergy scores: CSS=-4.53, Synergy_ZIP=-5.48, Synergy_Bliss=-17.0, Synergy_Loewe=-37.1, Synergy_HSA=-24.1. (6) Drug 1: CCC1(CC2CC(C3=C(CCN(C2)C1)C4=CC=CC=C4N3)(C5=C(C=C6C(=C5)C78CCN9C7C(C=CC9)(C(C(C8N6C=O)(C(=O)OC)O)OC(=O)C)CC)OC)C(=O)OC)O.OS(=O)(=O)O. Drug 2: CC=C1C(=O)NC(C(=O)OC2CC(=O)NC(C(=O)NC(CSSCCC=C2)C(=O)N1)C(C)C)C(C)C. Cell line: M14. Synergy scores: CSS=46.1, Synergy_ZIP=5.02, Synergy_Bliss=9.46, Synergy_Loewe=-3.78, Synergy_HSA=3.12. (7) Drug 1: C1=CC(=CC=C1C#N)C(C2=CC=C(C=C2)C#N)N3C=NC=N3. Drug 2: B(C(CC(C)C)NC(=O)C(CC1=CC=CC=C1)NC(=O)C2=NC=CN=C2)(O)O. Cell line: SNB-75. Synergy scores: CSS=27.2, Synergy_ZIP=1.79, Synergy_Bliss=1.22, Synergy_Loewe=-10.7, Synergy_HSA=-0.101.